Task: Predict which catalyst facilitates the given reaction.. Dataset: Catalyst prediction with 721,799 reactions and 888 catalyst types from USPTO (1) Reactant: C([O:3][C:4]([C:6]1[CH:7]=[C:8]([C:21]2[C:22]([C:27]3[CH:32]=[C:31]([Cl:33])[CH:30]=[CH:29][C:28]=3[O:34][CH2:35][C:36]3[CH:41]=[CH:40][CH:39]=[CH:38][CH:37]=3)=[CH:23][CH:24]=[CH:25][CH:26]=2)[CH:9]=[C:10]([N:12](S(C)(=O)=O)[S:13]([CH3:16])(=[O:15])=[O:14])[CH:11]=1)=[O:5])C.[OH-].[Na+].Cl. Product: [CH2:35]([O:34][C:28]1[CH:29]=[CH:30][C:31]([Cl:33])=[CH:32][C:27]=1[C:22]1[C:21]([C:8]2[CH:9]=[C:10]([NH:12][S:13]([CH3:16])(=[O:15])=[O:14])[CH:11]=[C:6]([C:4]([OH:5])=[O:3])[CH:7]=2)=[CH:26][CH:25]=[CH:24][CH:23]=1)[C:36]1[CH:37]=[CH:38][CH:39]=[CH:40][CH:41]=1. The catalyst class is: 40. (2) Reactant: [Cl:1][C:2]1[CH:3]=[C:4]([C:25]2[CH:26]=[N:27][C:28]([O:32][CH2:33][C:34]3([C:38]([OH:40])=[O:39])[CH2:37][CH2:36][CH2:35]3)=[CH:29][C:30]=2[CH3:31])[CH:5]=[N:6][C:7]=1[C:8]1[N:9](COCC[Si](C)(C)C)[CH:10]=[C:11]([C:13]([F:16])([F:15])[F:14])[N:12]=1. The catalyst class is: 574. Product: [Cl:1][C:2]1[CH:3]=[C:4]([C:25]2[CH:26]=[N:27][C:28]([O:32][CH2:33][C:34]3([C:38]([OH:40])=[O:39])[CH2:35][CH2:36][CH2:37]3)=[CH:29][C:30]=2[CH3:31])[CH:5]=[N:6][C:7]=1[C:8]1[NH:12][C:11]([C:13]([F:14])([F:15])[F:16])=[CH:10][N:9]=1. (3) Reactant: [F:1][C@H:2]([C:6]1[C:11]([I:12])=[CH:10][CH:9]=[CH:8][C:7]=1[F:13])[C:3](O)=[O:4].N.C[N:16]1CCOCC1.CN(C(ON1N=NC2C=CC=NC1=2)=[N+](C)C)C.F[P-](F)(F)(F)(F)F. Product: [F:1][C@H:2]([C:6]1[C:11]([I:12])=[CH:10][CH:9]=[CH:8][C:7]=1[F:13])[C:3]([NH2:16])=[O:4]. The catalyst class is: 329. (4) The catalyst class is: 820. Product: [Cl:1][C:2]1[CH:3]=[C:4]([C:8]2[N:16]=[C:15]([C:17]#[N:18])[N:14]=[C:13]3[C:9]=2[N:10]([CH2:28][C@H:29]2[CH2:30][CH2:31][C@H:32]([CH3:35])[CH2:33][CH2:34]2)[C:11]([C:19]([C:21]2[N:22]=[CH:23][O:24][C:25]=2[CH3:26])=[CH2:20])=[N:12]3)[CH:5]=[CH:6][CH:7]=1. Reactant: [Cl:1][C:2]1[CH:3]=[C:4]([C:8]2[N:16]=[C:15]([C:17]#[N:18])[N:14]=[C:13]3[C:9]=2[N:10]([CH2:28][C@H:29]2[CH2:34][CH2:33][C@H:32]([CH3:35])[CH2:31][CH2:30]2)[C:11]([C:19](O)([C:21]2[N:22]=[CH:23][O:24][C:25]=2[CH3:26])[CH3:20])=[N:12]3)[CH:5]=[CH:6][CH:7]=1.C1(C)C=CC=CC=1.C1CCN2C(=NCCC2)CC1. (5) Reactant: [C:1]([O:5][C:6](=[O:35])[NH:7][CH2:8][CH:9]1[CH2:14][CH2:13][CH:12]([CH2:15][NH:16][C:17]2[C:22]([C:23](=O)[NH2:24])=[CH:21][N:20]=[C:19]([NH:26][CH2:27][C:28]3[CH:33]=[CH:32][CH:31]=[CH:30][C:29]=3[Cl:34])[CH:18]=2)[CH2:11][CH2:10]1)([CH3:4])([CH3:3])[CH3:2].CC[N+](S(N=C(OC)[O-])(=O)=O)(CC)CC.O. Product: [C:1]([O:5][C:6](=[O:35])[NH:7][CH2:8][CH:9]1[CH2:10][CH2:11][CH:12]([CH2:15][NH:16][C:17]2[C:22]([C:23]#[N:24])=[CH:21][N:20]=[C:19]([NH:26][CH2:27][C:28]3[CH:33]=[CH:32][CH:31]=[CH:30][C:29]=3[Cl:34])[CH:18]=2)[CH2:13][CH2:14]1)([CH3:4])([CH3:2])[CH3:3]. The catalyst class is: 2. (6) Reactant: [NH2:1][C:2]1[CH:7]=[CH:6][CH:5]=[CH:4][CH:3]=1.[H-].[Na+].F[C:11]1[CH:18]=[CH:17][CH:16]=[C:15]([C:19]2[CH:24]=[CH:23][CH:22]=[CH:21][CH:20]=2)[C:12]=1[C:13]#[N:14]. Product: [C:2]1([NH:1][C:11]2[CH:18]=[CH:17][CH:16]=[C:15]([C:19]3[CH:20]=[CH:21][CH:22]=[CH:23][CH:24]=3)[C:12]=2[C:13]#[N:14])[CH:7]=[CH:6][CH:5]=[CH:4][CH:3]=1. The catalyst class is: 16. (7) Reactant: [C:1]([C:4]1[C:9](=[O:10])[C:8]([O:11][CH3:12])=[CH:7][N:6]([C:13]2[CH:18]=[CH:17][C:16]([N:19]3[CH:23]=[CH:22][CH:21]=[N:20]3)=[CH:15][C:14]=2[F:24])[N:5]=1)(=O)[CH3:2].CO[C:27](OC)([N:29](C)C)[CH3:28]. Product: [F:24][C:14]1[CH:15]=[C:16]([N:19]2[CH:23]=[CH:22][CH:21]=[N:20]2)[CH:17]=[CH:18][C:13]=1[N:6]1[CH:7]=[C:8]([O:11][CH3:12])[C:9](=[O:10])[C:4]([C:1]2[N:6]([C:13]3[CH:18]=[CH:17][CH:16]=[CH:15][CH:14]=3)[N:29]=[C:27]([CH3:28])[CH:2]=2)=[N:5]1. The catalyst class is: 10.